Dataset: Catalyst prediction with 721,799 reactions and 888 catalyst types from USPTO. Task: Predict which catalyst facilitates the given reaction. Reactant: ClC(OCC)=O.C[O:8][C:9]1[CH:10]=[CH:11][C:12]2[CH:13]([CH2:21][CH3:22])[CH:14]3[CH2:18][NH:17][CH2:16][CH:15]3[C:19]=2[CH:20]=1. Product: [OH:8][C:9]1[CH:10]=[CH:11][C:12]2[CH:13]([CH2:21][CH3:22])[CH:14]3[CH2:18][NH:17][CH2:16][CH:15]3[C:19]=2[CH:20]=1. The catalyst class is: 2.